From a dataset of Peptide-MHC class II binding affinity with 134,281 pairs from IEDB. Regression. Given a peptide amino acid sequence and an MHC pseudo amino acid sequence, predict their binding affinity value. This is MHC class II binding data. (1) The peptide sequence is KMLLDNINTPEGIIP. The MHC is DRB1_0901 with pseudo-sequence DRB1_0901. The binding affinity (normalized) is 0.172. (2) The MHC is DRB1_0401 with pseudo-sequence DRB1_0401. The binding affinity (normalized) is 0.904. The peptide sequence is RGFKKEISNMLSIMN. (3) The peptide sequence is AARFVRRDGRRGGGR. The MHC is DRB5_0101 with pseudo-sequence DRB5_0101. The binding affinity (normalized) is 0.435. (4) The peptide sequence is YEEFCDAVYENDKLK. The MHC is DRB1_1302 with pseudo-sequence DRB1_1302. The binding affinity (normalized) is 0. (5) The peptide sequence is PQNAAVNVTVALPNVQFV. The MHC is DRB1_0101 with pseudo-sequence DRB1_0101. The binding affinity (normalized) is 0. (6) The peptide sequence is AFIDDGDNLFPKV. The MHC is HLA-DQA10501-DQB10201 with pseudo-sequence HLA-DQA10501-DQB10201. The binding affinity (normalized) is 0.620. (7) The peptide sequence is LEDYDTLGTLCNSTE. The MHC is DRB1_0701 with pseudo-sequence DRB1_0701. The binding affinity (normalized) is 0. (8) The peptide sequence is LSSKFNKFVSPKSVS. The MHC is DRB5_0101 with pseudo-sequence DRB5_0101. The binding affinity (normalized) is 0.734. (9) The peptide sequence is GGNFAGGGFGMLLRK. The MHC is HLA-DPA10103-DPB10401 with pseudo-sequence HLA-DPA10103-DPB10401. The binding affinity (normalized) is 0.662.